Dataset: Full USPTO retrosynthesis dataset with 1.9M reactions from patents (1976-2016). Task: Predict the reactants needed to synthesize the given product. Given the product [NH2:28][C:26]1[C:25]([F:29])=[CH:24][C:23]([CH3:30])=[C:22]([C:15]2[C:16](=[O:21])[N:17]([CH3:20])[C:18]3[C:13]([CH:14]=2)=[CH:12][N:11]=[C:10]([NH:9][CH3:8])[CH:19]=3)[CH:27]=1, predict the reactants needed to synthesize it. The reactants are: COC1C=CC(C[CH2:8][NH:9][C:10]2[CH:19]=[C:18]3[C:13]([CH:14]=[C:15]([C:22]4[CH:27]=[C:26]([NH2:28])[C:25]([F:29])=[CH:24][C:23]=4[CH3:30])[C:16](=[O:21])[N:17]3[CH3:20])=[CH:12][N:11]=2)=CC=1.C(C(O)=O)(F)(F)F.C([O-])([O-])=O.[Na+].[Na+].